Dataset: NCI-60 drug combinations with 297,098 pairs across 59 cell lines. Task: Regression. Given two drug SMILES strings and cell line genomic features, predict the synergy score measuring deviation from expected non-interaction effect. (1) Cell line: NCIH23. Drug 2: CC(CN1CC(=O)NC(=O)C1)N2CC(=O)NC(=O)C2. Drug 1: C1CCC(C1)C(CC#N)N2C=C(C=N2)C3=C4C=CNC4=NC=N3. Synergy scores: CSS=12.2, Synergy_ZIP=-5.99, Synergy_Bliss=-3.71, Synergy_Loewe=-4.94, Synergy_HSA=-2.47. (2) Drug 1: C1CCC(C1)C(CC#N)N2C=C(C=N2)C3=C4C=CNC4=NC=N3. Drug 2: CC1=C(N=C(N=C1N)C(CC(=O)N)NCC(C(=O)N)N)C(=O)NC(C(C2=CN=CN2)OC3C(C(C(C(O3)CO)O)O)OC4C(C(C(C(O4)CO)O)OC(=O)N)O)C(=O)NC(C)C(C(C)C(=O)NC(C(C)O)C(=O)NCCC5=NC(=CS5)C6=NC(=CS6)C(=O)NCCC[S+](C)C)O. Cell line: NCI-H322M. Synergy scores: CSS=-9.93, Synergy_ZIP=-0.328, Synergy_Bliss=-5.86, Synergy_Loewe=-4.41, Synergy_HSA=-6.30. (3) Synergy scores: CSS=-0.489, Synergy_ZIP=-1.39, Synergy_Bliss=-2.90, Synergy_Loewe=-0.589, Synergy_HSA=-2.14. Cell line: ACHN. Drug 1: CCC1(CC2CC(C3=C(CCN(C2)C1)C4=CC=CC=C4N3)(C5=C(C=C6C(=C5)C78CCN9C7C(C=CC9)(C(C(C8N6C)(C(=O)OC)O)OC(=O)C)CC)OC)C(=O)OC)O.OS(=O)(=O)O. Drug 2: C#CCC(CC1=CN=C2C(=N1)C(=NC(=N2)N)N)C3=CC=C(C=C3)C(=O)NC(CCC(=O)O)C(=O)O. (4) Drug 1: C(CN)CNCCSP(=O)(O)O. Drug 2: CC12CCC3C(C1CCC2OP(=O)(O)O)CCC4=C3C=CC(=C4)OC(=O)N(CCCl)CCCl.[Na+]. Cell line: NCI-H460. Synergy scores: CSS=-2.78, Synergy_ZIP=2.73, Synergy_Bliss=2.49, Synergy_Loewe=-8.18, Synergy_HSA=-5.15. (5) Drug 1: CC1=C(C=C(C=C1)NC2=NC=CC(=N2)N(C)C3=CC4=NN(C(=C4C=C3)C)C)S(=O)(=O)N.Cl. Drug 2: C1=NNC2=C1C(=O)NC=N2. Cell line: OVCAR-4. Synergy scores: CSS=11.1, Synergy_ZIP=-2.84, Synergy_Bliss=-0.168, Synergy_Loewe=0.0638, Synergy_HSA=0.833.